This data is from Full USPTO retrosynthesis dataset with 1.9M reactions from patents (1976-2016). The task is: Predict the reactants needed to synthesize the given product. Given the product [F:38][C:2]([F:1])([F:37])[C:3]1[CH:8]=[C:7]([C:9]([F:11])([F:10])[F:12])[CH:6]=[CH:5][C:4]=1[C:13]1[CH:17]=[C:16]([CH2:18][N:19]2[CH:24]=[C:23]3[N:25]=[C:26]([C:28]4[CH:33]=[CH:32][CH:31]=[C:30]([F:34])[C:29]=4[F:35])[N:27]=[C:39]3[C:40]([OH:42])=[N:20]2)[O:15][N:14]=1, predict the reactants needed to synthesize it. The reactants are: [F:1][C:2]([F:38])([F:37])[C:3]1[CH:8]=[C:7]([C:9]([F:12])([F:11])[F:10])[CH:6]=[CH:5][C:4]=1[C:13]1[CH:17]=[C:16]([CH2:18][N:19]2[CH:24]=[C:23]3[N:25]=[C:26]([C:28]4[CH:33]=[CH:32][CH:31]=[C:30]([F:34])[C:29]=4[F:35])[N:27]=C3C(N)=[N:20]2)[O:15][N:14]=1.[CH3:39][C:40]([OH:42])=O.